Dataset: Full USPTO retrosynthesis dataset with 1.9M reactions from patents (1976-2016). Task: Predict the reactants needed to synthesize the given product. (1) Given the product [CH3:37][O:36][C:34]([N:4]1[CH2:9][CH2:8][C:7]2[N:10]([C@@H:21]3[C:29]4[C:24](=[C:25]([F:31])[CH:26]=[C:27]([F:30])[CH:28]=4)[CH2:23][C@H:22]3[OH:32])[N:11]=[C:12]([C:13]3[CH:20]=[CH:19][CH:18]=[C:15]([C:16]#[N:17])[CH:14]=3)[C:6]=2[CH2:5]1)=[O:35], predict the reactants needed to synthesize it. The reactants are: C([N:4]1[CH2:9][CH2:8][C:7]2[N:10]([C@@H:21]3[C:29]4[C:24](=[C:25]([F:31])[CH:26]=[C:27]([F:30])[CH:28]=4)[CH2:23][C@H:22]3[OH:32])[N:11]=[C:12]([C:13]3[CH:14]=[C:15]([CH:18]=[CH:19][CH:20]=3)[C:16]#[N:17])[C:6]=2[CH2:5]1)(=O)C.Cl[C:34]([O:36][CH3:37])=[O:35].CCN(CC)CC.C([O-])(O)=O.[Na+]. (2) Given the product [NH:40]1[CH2:41][CH2:42][C@@H:38]([NH:37][C:32]2[C:31]3[CH:30]=[CH:29][N:28]=[CH:27][C:36]=3[CH:35]=[CH:34][CH:33]=2)[CH2:39]1, predict the reactants needed to synthesize it. The reactants are: C([C@](C(O)=O)(O)[C@](C(=O)C1C=CC=CC=1)(O)C(O)=O)(=O)C1C=CC=CC=1.[CH:27]1[C:36]2[C:31](=[C:32]([NH:37][C@@H:38]3[CH2:42][CH2:41][N:40](C(OC(C)(C)C)=O)[CH2:39]3)[CH:33]=[CH:34][CH:35]=2)[CH:30]=[CH:29][N:28]=1.C(OC(C)C)(=O)C. (3) Given the product [Cl:1][C:2]1[CH:7]=[C:6]([O:8][C:9]([F:11])([F:12])[F:10])[CH:5]=[CH:4][C:3]=1[O:13][CH2:15][CH2:16][CH2:17][OH:18], predict the reactants needed to synthesize it. The reactants are: [Cl:1][C:2]1[CH:7]=[C:6]([O:8][C:9]([F:12])([F:11])[F:10])[CH:5]=[CH:4][C:3]=1[OH:13].Br[CH2:15][CH2:16][CH2:17][OH:18].C(=O)([O-])[O-].[K+].[K+]. (4) Given the product [Cl:1][C:2]1[CH:7]=[CH:6][C:5]([CH2:8][C:9]2[C:18]3[C:13](=[CH:14][CH:15]=[CH:16][CH:17]=3)[C:12](=[O:19])[N:11]([CH2:20][C@H:21]3[CH2:25][CH2:24][CH2:23][N:22]3[CH2:27][CH2:28][CH2:29][O:30][C:31]3[CH:45]=[CH:44][C:34]4[CH2:35][CH2:36][N:37]([CH:40]5[CH2:41][CH2:42][CH2:43]5)[CH2:38][CH2:39][C:33]=4[CH:32]=3)[N:10]=2)=[CH:4][CH:3]=1, predict the reactants needed to synthesize it. The reactants are: [Cl:1][C:2]1[CH:7]=[CH:6][C:5]([CH2:8][C:9]2[C:18]3[C:13](=[CH:14][CH:15]=[CH:16][CH:17]=3)[C:12](=[O:19])[N:11]([CH2:20][C@H:21]3[CH2:25][CH2:24][CH2:23][NH:22]3)[N:10]=2)=[CH:4][CH:3]=1.Cl[CH2:27][CH2:28][CH2:29][O:30][C:31]1[CH:45]=[CH:44][C:34]2[CH2:35][CH2:36][N:37]([CH:40]3[CH2:43][CH2:42][CH2:41]3)[CH2:38][CH2:39][C:33]=2[CH:32]=1.[I-].[Na+].CCN(C(C)C)C(C)C.C(Cl)(=O)C. (5) Given the product [CH3:1][C:2]1[N:7]=[C:6]([C:8]([OH:10])=[O:9])[C:5]([N:12]2[CH:16]=[CH:15][C:14]([CH3:17])=[N:13]2)=[CH:4][CH:3]=1, predict the reactants needed to synthesize it. The reactants are: [CH3:1][C:2]1[N:7]=[C:6]([C:8]([O:10]C)=[O:9])[C:5]([N:12]2[CH:16]=[CH:15][C:14]([CH3:17])=[N:13]2)=[CH:4][CH:3]=1.[OH-].[Li+]. (6) Given the product [CH:11]1([C@@H:9]([NH:8][C:6]2[N:7]=[C:2]([C:26]3[CH:27]=[C:22]([CH:23]=[CH:24][CH:25]=3)/[CH:20]=[C:35]3/[C:34](=[O:36])[NH:33][C:32](=[O:37])[S:31]/3)[CH:3]=[N:4][CH:5]=2)[CH3:10])[CH2:13][CH2:12]1, predict the reactants needed to synthesize it. The reactants are: Cl[C:2]1[N:7]=[C:6]([NH:8][C@H:9]([CH:11]2[CH2:13][CH2:12]2)[CH3:10])[CH:5]=[N:4][CH:3]=1.C([O-])([O-])=O.[Cs+].[Cs+].[CH:20]([C:22]1[CH:23]=[C:24](B(O)O)[CH:25]=[CH:26][CH:27]=1)=O.[S:31]1[CH2:35][C:34](=[O:36])[NH:33][C:32]1=[O:37].N1CCCCC1.